From a dataset of Full USPTO retrosynthesis dataset with 1.9M reactions from patents (1976-2016). Predict the reactants needed to synthesize the given product. (1) Given the product [NH2:25][C@@H:13]([CH2:14][C:15]1[CH:20]=[CH:19][CH:18]=[CH:17][C:16]=1[C:21]([F:24])([F:22])[F:23])[CH2:12][N:3]1[C:4](=[O:11])[C:5]2[C:10](=[CH:9][CH:8]=[CH:7][CH:6]=2)[C:2]1=[O:1], predict the reactants needed to synthesize it. The reactants are: [O:1]=[C:2]1[C:10]2[C:5](=[CH:6][CH:7]=[CH:8][CH:9]=2)[C:4](=[O:11])[N:3]1[CH2:12][C@@H:13]([NH:25]C(=O)OC(C)(C)C)[CH2:14][C:15]1[CH:20]=[CH:19][CH:18]=[CH:17][C:16]=1[C:21]([F:24])([F:23])[F:22].Cl. (2) Given the product [CH3:18][N:19]([CH3:20])[CH2:2][CH2:3][CH2:4][N:5]1[CH2:10][CH2:9][S:8][C:7]2[CH:11]=[C:12]([N+:15]([O-:17])=[O:16])[CH:13]=[CH:14][C:6]1=2, predict the reactants needed to synthesize it. The reactants are: Cl[CH2:2][CH2:3][CH2:4][N:5]1[CH2:10][CH2:9][S:8][C:7]2[CH:11]=[C:12]([N+:15]([O-:17])=[O:16])[CH:13]=[CH:14][C:6]1=2.[CH3:18][NH:19][CH3:20].[I-].[K+].C(=O)([O-])[O-].[K+].[K+]. (3) Given the product [Cl:15][C:16]1[CH:17]=[C:18]2[C:23](=[CH:24][CH:25]=1)[C:22](=[O:26])[N:21]([C:27]1[CH:32]=[N:31][CH:30]=[CH:29][C:28]=1[CH2:33][N:39]1[CH2:40][CH2:41][N:36]([CH3:35])[CH2:37][CH2:38]1)[CH2:20][CH2:19]2, predict the reactants needed to synthesize it. The reactants are: [BH-](OC(C)=O)(OC(C)=O)OC(C)=O.[Na+].[Cl:15][C:16]1[CH:17]=[C:18]2[C:23](=[CH:24][CH:25]=1)[C:22](=[O:26])[N:21]([C:27]1[C:28]([CH:33]=O)=[CH:29][CH:30]=[N:31][CH:32]=1)[CH2:20][CH2:19]2.[CH3:35][N:36]1[CH2:41][CH2:40][NH:39][CH2:38][CH2:37]1. (4) Given the product [C:1]([O:5][C:6]([N:8]1[CH2:13][CH2:12][CH:11]([CH2:14][N:15]([CH3:25])[C:16]2[CH:24]=[CH:23][N:22]=[CH:21][CH:20]=2)[CH2:10][CH2:9]1)=[O:7])([CH3:4])([CH3:3])[CH3:2], predict the reactants needed to synthesize it. The reactants are: [C:1]([O:5][C:6]([N:8]1[CH2:13][CH2:12][CH:11]([CH2:14][NH:15][CH3:16])[CH2:10][CH2:9]1)=[O:7])([CH3:4])([CH3:3])[CH3:2].Cl.BrC1[CH:24]=[CH:23][N:22]=[CH:21][CH:20]=1.[CH3:25]C(C)([O-])C.[Na+]. (5) Given the product [CH2:1]([O:8][C:9]1[CH:10]=[C:11]2[C:15](=[CH:16][CH:17]=1)[N:14]([C:19]1[CH:24]=[CH:23][C:22]([F:25])=[CH:21][CH:20]=1)[CH:13]=[CH:12]2)[C:2]1[CH:3]=[CH:4][CH:5]=[CH:6][CH:7]=1, predict the reactants needed to synthesize it. The reactants are: [CH2:1]([O:8][C:9]1[CH:10]=[C:11]2[C:15](=[CH:16][CH:17]=1)[NH:14][CH:13]=[CH:12]2)[C:2]1[CH:7]=[CH:6][CH:5]=[CH:4][CH:3]=1.Br[C:19]1[CH:24]=[CH:23][C:22]([F:25])=[CH:21][CH:20]=1.[OH-].[K+].Cl.